Dataset: Full USPTO retrosynthesis dataset with 1.9M reactions from patents (1976-2016). Task: Predict the reactants needed to synthesize the given product. (1) Given the product [CH2:1]([S:21][C:25]([CH3:33])([CH3:31])[C:26]([O:28][CH2:29][CH3:30])=[O:27])[CH2:2][CH2:3][CH2:4]/[CH:5]=[CH:6]\[CH2:7]/[CH:8]=[CH:9]\[CH2:10]/[CH:11]=[CH:12]\[CH2:13]/[CH:14]=[CH:15]\[CH2:16]/[CH:17]=[CH:18]\[CH2:19][CH3:20], predict the reactants needed to synthesize it. The reactants are: [CH2:1]([SH:21])[CH2:2][CH2:3][CH2:4]/[CH:5]=[CH:6]\[CH2:7]/[CH:8]=[CH:9]\[CH2:10]/[CH:11]=[CH:12]\[CH2:13]/[CH:14]=[CH:15]\[CH2:16]/[CH:17]=[CH:18]\[CH2:19][CH3:20].[H-].[Na+].Br[C:25]([CH3:33])([CH2:31]C)[C:26]([O:28][CH2:29][CH3:30])=[O:27]. (2) Given the product [C:1]([O:5][C:6](=[O:13])[NH:7][C@H:8]1[CH2:11][C@@H:10]([O:12][CH2:16][C:17]2[CH:22]=[CH:21][CH:20]=[CH:19][CH:18]=2)[CH2:9]1)([CH3:4])([CH3:2])[CH3:3], predict the reactants needed to synthesize it. The reactants are: [C:1]([O:5][C:6](=[O:13])[NH:7][C@H:8]1[CH2:11][C@@H:10]([OH:12])[CH2:9]1)([CH3:4])([CH3:3])[CH3:2].[H-].[Na+].[CH2:16](Br)[C:17]1[CH:22]=[CH:21][CH:20]=[CH:19][CH:18]=1. (3) Given the product [CH:17]1([C:22]2([CH2:23][CH2:24][C:25]3[C:30]([O:31][CH2:32][CH3:33])=[CH:29][N:28]=[C:27]([CH2:34][CH3:35])[CH:26]=3)[O:36][CH2:5][CH2:3][CH2:2][CH2:1]2)[CH2:21][CH2:20][CH2:19][CH2:18]1, predict the reactants needed to synthesize it. The reactants are: [C:1](OC)(=O)[CH2:2][C:3]([CH3:5])=O.[Li+].CC([N-]C(C)C)C.[CH:17]1([C:22](=[O:36])[CH2:23][CH2:24][C:25]2[C:30]([O:31][CH2:32][CH3:33])=[CH:29][N:28]=[C:27]([CH2:34][CH3:35])[CH:26]=2)[CH2:21][CH2:20][CH2:19][CH2:18]1.[OH-].[Na+].C(=O)([O-])[O-].[K+].[K+]. (4) Given the product [NH2:1][C:2]1[C:7]([CH:8]=[CH2:9])=[C:6]([C:10]([O:12][CH2:13][CH3:25])=[O:11])[N:5]=[C:4]([C:14]2[CH:19]=[CH:18][C:17]([Cl:20])=[C:16]([N:21]([CH3:22])[CH3:23])[C:15]=2[F:24])[N:3]=1, predict the reactants needed to synthesize it. The reactants are: [NH2:1][C:2]1[C:7]([CH:8]=[CH2:9])=[C:6]([C:10]([O:12][CH3:13])=[O:11])[N:5]=[C:4]([C:14]2[CH:19]=[CH:18][C:17]([Cl:20])=[C:16]([N:21]([CH3:23])[CH3:22])[C:15]=2[F:24])[N:3]=1.[CH2:25](O)C. (5) Given the product [Cl:1][C:2]1[N:3]=[CH:4][C:5]([C:6]([NH:16][C:15]2[CH:17]=[CH:18][C:12]([Cl:11])=[CH:13][C:14]=2[N+:19]([O-:21])=[O:20])=[O:7])=[CH:9][CH:10]=1, predict the reactants needed to synthesize it. The reactants are: [Cl:1][C:2]1[CH:10]=[CH:9][C:5]([C:6](Cl)=[O:7])=[CH:4][N:3]=1.[Cl:11][C:12]1[CH:18]=[CH:17][C:15]([NH2:16])=[C:14]([N+:19]([O-:21])=[O:20])[CH:13]=1. (6) Given the product [O:2]1[CH2:13][CH2:14][O:15][CH:1]1[C:3]1[CH:4]=[C:5]2[C:10](=[CH:11][CH:12]=1)[C:8](=[O:9])[O:7][CH2:6]2, predict the reactants needed to synthesize it. The reactants are: [CH:1]([C:3]1[CH:4]=[C:5]2[C:10](=[CH:11][CH:12]=1)[C:8](=[O:9])[O:7][CH2:6]2)=[O:2].[CH2:13](O)[CH2:14][OH:15]. (7) Given the product [C:27]([O:26][C@@H:18]1[CH2:17][C@@:16]2([CH3:30])[C@@H:9]([CH2:10][CH2:11][C@:12]2([OH:31])[C:13](=[O:15])[CH3:14])[C@H:8]2[C@H:19]1[C@:20]1([CH3:25])[C:5]([CH2:6][CH2:7]2)=[CH:4][C:3](=[O:2])[CH2:22][CH2:21]1)(=[O:29])[CH3:28], predict the reactants needed to synthesize it. The reactants are: C1CO[CH:22]2[CH:3]([CH2:4][C:5]3[C@:20]([CH3:25])([CH2:21]2)[C@@H:19]2[C@H:8]([C@H:9]4[C@:16]([CH3:30])([CH2:17][C@H:18]2[O:26][C:27](=[O:29])[CH3:28])[C@@:12]([OH:31])([C:13](=[O:15])[CH3:14])[CH2:11][CH2:10]4)[CH2:7][CH:6]=3)[O:2]1.O.C1(C)C=CC(S(O)(=O)=O)=CC=1.O. (8) Given the product [OH:8][CH2:9][CH:10]([NH:19][C:20](=[O:26])[O:21][C:22]([CH3:24])([CH3:23])[CH3:25])[C:11]([N:13]1[CH2:18][CH2:17][O:16][CH2:15][CH2:14]1)=[O:12], predict the reactants needed to synthesize it. The reactants are: C([O:8][CH2:9][CH:10]([NH:19][C:20](=[O:26])[O:21][C:22]([CH3:25])([CH3:24])[CH3:23])[C:11]([N:13]1[CH2:18][CH2:17][O:16][CH2:15][CH2:14]1)=[O:12])C1C=CC=CC=1.CC(O)=O. (9) Given the product [Br:8][C:9]1[CH:10]=[N:11][CH:12]=[C:13]([C:15]2[CH:16]=[CH:6][N:4]([CH3:5])[CH:3]=2)[CH:14]=1, predict the reactants needed to synthesize it. The reactants are: [H-].[Na+].[CH3:3][N:4]([CH:6]=O)[CH3:5].[Br:8][C:9]1[CH:10]=[N:11][CH:12]=[C:13]([C:15]2C=CN[CH:16]=2)[CH:14]=1.CI. (10) The reactants are: [Br:1][C:2]1[CH:10]=[C:9]2[C:5]([CH:6]=[CH:7][NH:8]2)=[CH:4][C:3]=1[CH3:11].[BH3-]C#N.[Na+]. Given the product [Br:1][C:2]1[CH:10]=[C:9]2[C:5]([CH2:6][CH2:7][NH:8]2)=[CH:4][C:3]=1[CH3:11], predict the reactants needed to synthesize it.